From a dataset of Forward reaction prediction with 1.9M reactions from USPTO patents (1976-2016). Predict the product of the given reaction. (1) Given the reactants [CH3:1][O:2][C:3]1[CH:10]=[C:9]([O:11][CH3:12])[CH:8]=[CH:7][C:4]=1[CH:5]=O.S([O-])([O-])(=O)=O.[Na+].[Na+].[S:20]1[CH:24]=[CH:23][CH:22]=[C:21]1[CH2:25][CH2:26][NH2:27].[BH4-].[Na+], predict the reaction product. The product is: [CH3:1][O:2][C:3]1[CH:10]=[C:9]([O:11][CH3:12])[CH:8]=[CH:7][C:4]=1[CH2:5][NH:27][CH2:26][CH2:25][C:21]1[S:20][CH:24]=[CH:23][CH:22]=1. (2) Given the reactants [CH:1]1([C:4](=O)/[CH:5]=[CH:6]/N(C)C)[CH2:3][CH2:2]1.[C:11]1([NH:17][NH2:18])[CH:16]=[CH:15][CH:14]=[CH:13][CH:12]=1, predict the reaction product. The product is: [CH:1]1([C:4]2[CH:5]=[CH:6][N:17]([C:11]3[CH:16]=[CH:15][CH:14]=[CH:13][CH:12]=3)[N:18]=2)[CH2:3][CH2:2]1. (3) Given the reactants [N:1]1[C:10]2[C:5](=[CH:6][C:7]([C:11]([OH:13])=O)=[CH:8][CH:9]=2)[N:4]=[CH:3][CH:2]=1.O=S(Cl)[Cl:16], predict the reaction product. The product is: [N:1]1[C:10]2[C:5](=[CH:6][C:7]([C:11]([Cl:16])=[O:13])=[CH:8][CH:9]=2)[N:4]=[CH:3][CH:2]=1. (4) Given the reactants [O:1]=[C:2]1[C:11]2[C:6](=[CH:7][CH:8]=[CH:9][CH:10]=2)[C:5]([C:12]([OH:14])=O)=[CH:4][NH:3]1.[CH:15]1([NH2:18])[CH2:17][CH2:16]1.ON1C2C=CC=CC=2N=N1.Cl.CN(C)CCCN=C=NCC, predict the reaction product. The product is: [CH:15]1([NH:18][C:12]([CH:5]2[C:6]3[C:11](=[CH:10][CH:9]=[CH:8][CH:7]=3)[C:2](=[O:1])[NH:3][CH2:4]2)=[O:14])[CH2:17][CH2:16]1. (5) Given the reactants [C:1]([Mg]Br)#[CH:2].C1COCC1.[C:10]([O:14][C:15]([N:17]1[CH2:21][CH2:20][C@H:19]([CH:22]=[O:23])[CH2:18]1)=[O:16])([CH3:13])([CH3:12])[CH3:11], predict the reaction product. The product is: [C:10]([O:14][C:15]([N:17]1[CH2:21][CH2:20][C@H:19]([CH:22]([OH:23])[C:1]#[CH:2])[CH2:18]1)=[O:16])([CH3:13])([CH3:12])[CH3:11]. (6) Given the reactants C(N(CC)CC)C.[CH2:8]=[O:9].[Cl-].[Cl-].[Mg+2].[Br:13][C:14]1[CH:19]=[CH:18][CH:17]=[CH:16][C:15]=1[OH:20], predict the reaction product. The product is: [Br:13][C:14]1[C:15]([OH:20])=[C:16]([CH:17]=[CH:18][CH:19]=1)[CH:8]=[O:9].